Predict the reactants needed to synthesize the given product. From a dataset of Full USPTO retrosynthesis dataset with 1.9M reactions from patents (1976-2016). (1) Given the product [N:21]1([C:16]2[CH:17]=[CH:18][CH:19]=[CH:20][C:15]=2[NH2:14])[CH2:26][CH2:25][CH2:24][CH2:23][CH2:22]1, predict the reactants needed to synthesize it. The reactants are: O=C1C2C(=CC=C(NC([NH:14][C:15]3[CH:20]=[CH:19][CH:18]=[CH:17][C:16]=3[N:21]3[CH2:26][CH2:25][CH2:24][CH2:23][CH2:22]3)=O)C=2)N(CCC)N1.C(N1C2C(=CC([N+]([O-])=O)=CC=2)C(=O)N1)C=C. (2) Given the product [C:16]1([C@H:7]([NH:8][C:9]([O:11][C:12]([CH3:15])([CH3:14])[CH3:13])=[O:10])[CH2:6][N:22]=[N+:23]=[N-:24])[CH:21]=[CH:20][CH:19]=[CH:18][CH:17]=1, predict the reactants needed to synthesize it. The reactants are: CS(O[CH2:6][C@H:7]([C:16]1[CH:21]=[CH:20][CH:19]=[CH:18][CH:17]=1)[NH:8][C:9]([O:11][C:12]([CH3:15])([CH3:14])[CH3:13])=[O:10])(=O)=O.[N-:22]=[N+:23]=[N-:24].[Na+].O. (3) Given the product [CH3:40][S:39][C:34]1[CH:35]=[CH:36][CH:37]=[CH:38][C:33]=1[CH:10]([C:2]1[S:1][C:5]2=[N:6][CH:7]=[CH:8][CH:9]=[C:4]2[CH:3]=1)[NH:11][S:12]([C:15]1[CH:25]=[CH:24][C:18]2[O:19][CH2:20][CH2:21][CH2:22][O:23][C:17]=2[CH:16]=1)(=[O:14])=[O:13], predict the reactants needed to synthesize it. The reactants are: [S:1]1[C:5]2=[N:6][CH:7]=[CH:8][CH:9]=[C:4]2[CH:3]=[C:2]1[CH:10]=[N:11][S:12]([C:15]1[CH:25]=[CH:24][C:18]2[O:19][CH2:20][CH2:21][CH2:22][O:23][C:17]=2[CH:16]=1)(=[O:14])=[O:13].O1CCCC1.Br[Mg][C:33]1[CH:38]=[CH:37][CH:36]=[CH:35][C:34]=1[S:39][CH3:40]. (4) Given the product [CH2:1]([O:3][C:4]1[CH:13]=[C:12]2[C:7]([N:8]=[C:9]([CH3:15])[C:10]([CH3:14])=[N:11]2)=[CH:6][C:5]=1[C:20]1[N:25]=[N:24][C:23]([N:26]([CH3:37])[CH:27]2[CH2:32][C:31]([CH3:33])([CH3:34])[NH:30][C:29]([CH3:36])([CH3:35])[CH2:28]2)=[CH:22][CH:21]=1)[CH3:2], predict the reactants needed to synthesize it. The reactants are: [CH2:1]([O:3][C:4]1[CH:13]=[C:12]2[C:7]([N:8]=[C:9]([CH3:15])[C:10]([CH3:14])=[N:11]2)=[CH:6][C:5]=1B(O)O)[CH3:2].Cl[C:20]1[N:25]=[N:24][C:23]([N:26]([CH3:37])[CH:27]2[CH2:32][C:31]([CH3:34])([CH3:33])[NH:30][C:29]([CH3:36])([CH3:35])[CH2:28]2)=[CH:22][CH:21]=1.C([O-])([O-])=O.[Na+].[Na+].C([O-])(O)=O.[Na+]. (5) Given the product [F:1][C:2]1[CH:3]=[C:4]([CH:33]=[C:34]([F:36])[CH:35]=1)[CH2:5][NH:6][C:7]([C:9]1[C:17]2[C:12](=[CH:13][C:14]([C:18]([OH:20])=[O:19])=[CH:15][CH:16]=2)[N:11]([CH2:23][C:24]2[CH:29]=[CH:28][CH:27]=[CH:26][N:25]=2)[C:10]=1[CH:30]([CH3:32])[CH3:31])=[O:8], predict the reactants needed to synthesize it. The reactants are: [F:1][C:2]1[CH:3]=[C:4]([CH:33]=[C:34]([F:36])[CH:35]=1)[CH2:5][NH:6][C:7]([C:9]1[C:17]2[C:12](=[CH:13][C:14]([C:18]([O:20]CC)=[O:19])=[CH:15][CH:16]=2)[N:11]([CH2:23][C:24]2[CH:29]=[CH:28][CH:27]=[CH:26][N:25]=2)[C:10]=1[CH:30]([CH3:32])[CH3:31])=[O:8].[OH-].[Na+].O. (6) Given the product [CH3:1][O:2][CH2:3][C:4]1[N:8]([S:23]([C:20]2[CH:21]=[CH:22][C:17]([CH3:16])=[CH:18][CH:19]=2)(=[O:25])=[O:24])[C:7]2[CH:9]=[CH:10][C:11]([N+:13]([O-:15])=[O:14])=[CH:12][C:6]=2[N:5]=1, predict the reactants needed to synthesize it. The reactants are: [CH3:1][O:2][CH2:3][C:4]1[NH:8][C:7]2[CH:9]=[CH:10][C:11]([N+:13]([O-:15])=[O:14])=[CH:12][C:6]=2[N:5]=1.[CH3:16][C:17]1[CH:22]=[CH:21][C:20]([S:23](Cl)(=[O:25])=[O:24])=[CH:19][CH:18]=1.CC(C)([O-])C.[Na+].O.